Dataset: Catalyst prediction with 721,799 reactions and 888 catalyst types from USPTO. Task: Predict which catalyst facilitates the given reaction. Reactant: [C:1]([O:5][C:6]([N:8]1[CH2:13][CH2:12][N:11]([C:14]2[CH:19]=[CH:18][C:17]([C:20]([O:22]CC)=[O:21])=[CH:16][CH:15]=2)[CH2:10][CH2:9]1)=[O:7])([CH3:4])([CH3:3])[CH3:2].[OH-].[Na+]. Product: [C:1]([O:5][C:6]([N:8]1[CH2:13][CH2:12][N:11]([C:14]2[CH:15]=[CH:16][C:17]([C:20]([OH:22])=[O:21])=[CH:18][CH:19]=2)[CH2:10][CH2:9]1)=[O:7])([CH3:4])([CH3:2])[CH3:3]. The catalyst class is: 8.